Dataset: Forward reaction prediction with 1.9M reactions from USPTO patents (1976-2016). Task: Predict the product of the given reaction. (1) Given the reactants [NH:1]1[CH2:9][CH2:8][CH:4]([C:5]([NH2:7])=[O:6])[CH2:3][CH2:2]1.[CH2:10]=O, predict the reaction product. The product is: [CH3:10][N:1]1[CH2:9][CH2:8][CH:4]([C:5]([NH2:7])=[O:6])[CH2:3][CH2:2]1. (2) Given the reactants [CH2:1]([C:5]1[N:10]=[C:9]([CH3:11])[N:8]([C:12]2[N:17]=[CH:16][C:15]([O:18]CC3C=CC=CC=3)=[CH:14][N:13]=2)[C:7](=[O:26])[C:6]=1[CH2:27][C:28]1[CH:33]=[C:32]([CH2:34][CH2:35][CH3:36])[C:31]([O:37][Si:38]([C:41]([CH3:44])([CH3:43])[CH3:42])([CH3:40])[CH3:39])=[C:30]([CH2:45][CH2:46][CH3:47])[CH:29]=1)[CH2:2][CH2:3][CH3:4].[H][H].C(OCC)(=O)C, predict the reaction product. The product is: [CH2:1]([C:5]1[N:10]=[C:9]([CH3:11])[N:8]([C:12]2[N:13]=[CH:14][C:15]([OH:18])=[CH:16][N:17]=2)[C:7](=[O:26])[C:6]=1[CH2:27][C:28]1[CH:33]=[C:32]([CH2:34][CH2:35][CH3:36])[C:31]([O:37][Si:38]([C:41]([CH3:44])([CH3:43])[CH3:42])([CH3:39])[CH3:40])=[C:30]([CH2:45][CH2:46][CH3:47])[CH:29]=1)[CH2:2][CH2:3][CH3:4].